From a dataset of HIV replication inhibition screening data with 41,000+ compounds from the AIDS Antiviral Screen. Binary Classification. Given a drug SMILES string, predict its activity (active/inactive) in a high-throughput screening assay against a specified biological target. (1) The result is 0 (inactive). The compound is N#CC1(C#N)C2(c3ccccc3)OC(c3ccccc3)(c3cc4ccccc4cc32)C1(C#N)C#N. (2) The drug is S=C1OC2C3C4CC5C3C(O1)C1C5C4C21. The result is 0 (inactive).